Task: Predict the reactants needed to synthesize the given product.. Dataset: Full USPTO retrosynthesis dataset with 1.9M reactions from patents (1976-2016) (1) Given the product [O:42]1[CH2:41][CH2:40][CH:39]([CH2:38][NH:37][C:35]([C:30]2[C:29]([NH:28][C:25]([C:18]3[C:19]4[C:24](=[CH:23][CH:22]=[CH:21][CH:20]=4)[C:15]([NH:14][C:12](=[O:13])[O:11][C:7]([CH3:10])([CH3:9])[CH3:8])=[CH:16][CH:17]=3)=[O:26])=[CH:34][CH:33]=[CH:32][N:31]=2)=[O:36])[CH2:44][CH2:43]1, predict the reactants needed to synthesize it. The reactants are: C(Cl)(=O)C(Cl)=O.[C:7]([O:11][C:12]([NH:14][C:15]1[C:24]2[C:19](=[CH:20][CH:21]=[CH:22][CH:23]=2)[C:18]([C:25](O)=[O:26])=[CH:17][CH:16]=1)=[O:13])([CH3:10])([CH3:9])[CH3:8].[NH2:28][C:29]1[C:30]([C:35]([NH:37][CH2:38][CH:39]2[CH2:44][CH2:43][O:42][CH2:41][CH2:40]2)=[O:36])=[N:31][CH:32]=[CH:33][CH:34]=1. (2) The reactants are: [C:1]([C:5]1[O:9][N:8]=[C:7]([NH:10][C:11]([NH:13][C:14]2[CH:19]=[CH:18][CH:17]=[C:16]([SH:20])[CH:15]=2)=[O:12])[CH:6]=1)([CH3:4])([CH3:3])[CH3:2].Cl[C:22]1[C:31]2[C:26](=[CH:27][C:28]([O:37][CH3:38])=[C:29]([O:32][CH2:33][CH2:34][CH2:35][Cl:36])[CH:30]=2)[N:25]=[CH:24][N:23]=1. Given the product [C:1]([C:5]1[O:9][N:8]=[C:7]([NH:10][C:11]([NH:13][C:14]2[CH:19]=[CH:18][CH:17]=[C:16]([S:20][C:22]3[C:31]4[C:26](=[CH:27][C:28]([O:37][CH3:38])=[C:29]([O:32][CH2:33][CH2:34][CH2:35][Cl:36])[CH:30]=4)[N:25]=[CH:24][N:23]=3)[CH:15]=2)=[O:12])[CH:6]=1)([CH3:4])([CH3:2])[CH3:3], predict the reactants needed to synthesize it. (3) Given the product [C:12]([C:8]1[CH:7]=[C:6]2[C:11]([C:2]([CH2:1][C:34]([NH:33][C:27]3[CH:28]=[CH:29][C:30]([F:32])=[CH:31][C:26]=3[F:25])=[O:35])=[CH:3][C:4](=[O:14])[O:5]2)=[CH:10][CH:9]=1)#[N:13], predict the reactants needed to synthesize it. The reactants are: [CH3:1][C:2]1[C:11]2[C:6](=[CH:7][C:8]([C:12]#[N:13])=[CH:9][CH:10]=2)[O:5][C:4](=[O:14])[CH:3]=1.[Li+].C[Si]([N-][Si](C)(C)C)(C)C.[F:25][C:26]1[CH:31]=[C:30]([F:32])[CH:29]=[CH:28][C:27]=1[N:33]=[C:34]=[O:35]. (4) Given the product [Cl:1][C:2]1[C:7]([C:8]2[CH:9]=[CH:10][CH:11]=[CH:12][CH:13]=2)=[N:6][N:5]=[C:4]2[N:14]([CH2:23][C:24]([N:31]3[CH2:30][C@H:29]4[CH2:34][C@@H:32]3[CH2:33][N:28]4[CH3:27])=[O:25])[N:15]=[C:16]([C:17]3[CH:18]=[CH:19][CH:20]=[CH:21][CH:22]=3)[C:3]=12, predict the reactants needed to synthesize it. The reactants are: [Cl:1][C:2]1[C:7]([C:8]2[CH:13]=[CH:12][CH:11]=[CH:10][CH:9]=2)=[N:6][N:5]=[C:4]2[N:14]([CH2:23][C:24](O)=[O:25])[N:15]=[C:16]([C:17]3[CH:22]=[CH:21][CH:20]=[CH:19][CH:18]=3)[C:3]=12.[CH3:27][N:28]1[CH2:33][C@H:32]2[CH2:34][C@@H:29]1[CH2:30][NH:31]2.C(N(C(C)C)CC)(C)C.F[P-](F)(F)(F)(F)F.N1(OC(N(C)C)=[N+](C)C)C2N=CC=CC=2N=N1.